The task is: Regression. Given two drug SMILES strings and cell line genomic features, predict the synergy score measuring deviation from expected non-interaction effect.. This data is from NCI-60 drug combinations with 297,098 pairs across 59 cell lines. (1) Drug 1: CC1C(C(CC(O1)OC2CC(OC(C2O)C)OC3=CC4=CC5=C(C(=O)C(C(C5)C(C(=O)C(C(C)O)O)OC)OC6CC(C(C(O6)C)O)OC7CC(C(C(O7)C)O)OC8CC(C(C(O8)C)O)(C)O)C(=C4C(=C3C)O)O)O)O. Drug 2: C(=O)(N)NO. Cell line: SW-620. Synergy scores: CSS=37.9, Synergy_ZIP=4.32, Synergy_Bliss=6.05, Synergy_Loewe=-33.6, Synergy_HSA=1.44. (2) Drug 1: C1CN(P(=O)(OC1)NCCCl)CCCl. Drug 2: C1C(C(OC1N2C=NC(=NC2=O)N)CO)O. Cell line: OVCAR3. Synergy scores: CSS=2.67, Synergy_ZIP=8.21, Synergy_Bliss=7.51, Synergy_Loewe=-8.80, Synergy_HSA=-2.45. (3) Drug 1: C1=CC(=CC=C1C#N)C(C2=CC=C(C=C2)C#N)N3C=NC=N3. Drug 2: C1C(C(OC1N2C=NC3=C2NC=NCC3O)CO)O. Cell line: HCC-2998. Synergy scores: CSS=5.93, Synergy_ZIP=-4.85, Synergy_Bliss=-7.08, Synergy_Loewe=-6.13, Synergy_HSA=-5.49.